From a dataset of Forward reaction prediction with 1.9M reactions from USPTO patents (1976-2016). Predict the product of the given reaction. (1) Given the reactants [Cl:1][C:2]1[CH:25]=[CH:24][C:5]([O:6][C:7]2[CH:12]=[CH:11][N:10]=[C:9]3[N:13]([CH2:16][O:17][CH2:18][CH2:19][Si:20]([CH3:23])([CH3:22])[CH3:21])[CH:14]=[CH:15][C:8]=23)=[CH:4][CH:3]=1.C1C(=O)N([Cl:33])C(=O)C1, predict the reaction product. The product is: [Cl:33][C:15]1[C:8]2[C:9](=[N:10][CH:11]=[CH:12][C:7]=2[O:6][C:5]2[CH:4]=[CH:3][C:2]([Cl:1])=[CH:25][CH:24]=2)[N:13]([CH2:16][O:17][CH2:18][CH2:19][Si:20]([CH3:21])([CH3:22])[CH3:23])[CH:14]=1. (2) Given the reactants [Mg].Br[C:3]1[C:8]([CH:9]([CH3:11])[CH3:10])=[CH:7][C:6]([CH:12]([CH3:14])[CH3:13])=[CH:5][C:4]=1[CH:15]([CH3:17])[CH3:16].Br[C:19]1[CH:24]=[CH:23][C:22]([O:25][CH3:26])=[C:21]([O:27][CH3:28])[C:20]=1[I:29].II, predict the reaction product. The product is: [I:29][C:20]1[C:21]([O:27][CH3:28])=[C:22]([O:25][CH3:26])[CH:23]=[CH:24][C:19]=1[C:3]1[C:8]([CH:9]([CH3:11])[CH3:10])=[CH:7][C:6]([CH:12]([CH3:14])[CH3:13])=[C:5]([C:3]2[CH:8]=[CH:7][CH:6]=[CH:5][CH:4]=2)[C:4]=1[CH:15]([CH3:17])[CH3:16]. (3) Given the reactants CS([C:5]1[N:10]=[C:9]([C:11]2[N:15]3[CH:16]=[CH:17][CH:18]=[CH:19][C:14]3=[N:13][C:12]=2[C:20]2[CH:25]=[CH:24][CH:23]=[C:22]([CH3:26])[N:21]=2)[CH:8]=[CH:7][N:6]=1)(=O)=O.[CH3:27][CH:28]1[CH2:30][NH:29]1, predict the reaction product. The product is: [CH3:27][CH:28]1[CH2:30][N:29]1[C:5]1[N:10]=[C:9]([C:11]2[N:15]3[CH:16]=[CH:17][CH:18]=[CH:19][C:14]3=[N:13][C:12]=2[C:20]2[CH:25]=[CH:24][CH:23]=[C:22]([CH3:26])[N:21]=2)[CH:8]=[CH:7][N:6]=1. (4) Given the reactants C[N:2](C)[CH:3]=[C:4]([C:7]([C:9]1[S:13][C:12]([NH:14][CH3:15])=[N:11][C:10]=1[CH3:16])=O)[C:5]#N.[O:18]1[CH2:23][CH2:22][N:21]([C:24]2[CH:29]=[CH:28][C:27]([NH:30][C:31]([NH2:33])=[NH:32])=[CH:26][CH:25]=2)[CH2:20][CH2:19]1, predict the reaction product. The product is: [CH3:16][C:10]1[N:11]=[C:12]([NH:14][CH3:15])[S:13][C:9]=1[C:7]1[C:4]([C:3]#[N:2])=[CH:5][N:33]=[C:31]([NH:30][C:27]2[CH:26]=[CH:25][C:24]([N:21]3[CH2:22][CH2:23][O:18][CH2:19][CH2:20]3)=[CH:29][CH:28]=2)[N:32]=1.